Dataset: Full USPTO retrosynthesis dataset with 1.9M reactions from patents (1976-2016). Task: Predict the reactants needed to synthesize the given product. (1) Given the product [C:1]([O:5][C:6]([NH:8][C:9]1([CH2:13][C@H:14]2[CH2:15][CH2:16][NH:17][CH2:18]2)[CH2:10][CH2:11][CH2:12]1)=[O:7])([CH3:4])([CH3:2])[CH3:3], predict the reactants needed to synthesize it. The reactants are: [C:1]([O:5][C:6]([NH:8][C:9]1([CH2:13][C@H:14]2[CH2:18][N:17]([C@@H](C3C=CC=CC=3)C)[C:16](=O)[CH2:15]2)[CH2:12][CH2:11][CH2:10]1)=[O:7])([CH3:4])([CH3:3])[CH3:2].[H][H]. (2) Given the product [NH2:15][C:12]1[CH:13]=[CH:14][C:9]([CH2:8][CH2:7][N:4]2[CH2:5][CH2:6][C@H:2]([NH:1][S:32]([C:28]3[CH:27]=[CH:26][C:25]4[C:30](=[CH:31][C:22]([O:21][CH3:20])=[CH:23][CH:24]=4)[CH:29]=3)(=[O:34])=[O:33])[C:3]2=[O:19])=[CH:10][C:11]=1[N+:16]([O-:18])=[O:17], predict the reactants needed to synthesize it. The reactants are: [NH2:1][C@H:2]1[CH2:6][CH2:5][N:4]([CH2:7][CH2:8][C:9]2[CH:14]=[CH:13][C:12]([NH2:15])=[C:11]([N+:16]([O-:18])=[O:17])[CH:10]=2)[C:3]1=[O:19].[CH3:20][O:21][C:22]1[CH:31]=[C:30]2[C:25]([CH:26]=[CH:27][C:28]([S:32](Cl)(=[O:34])=[O:33])=[CH:29]2)=[CH:24][CH:23]=1. (3) Given the product [Cl:18][CH2:19][C:20]([NH:8][C:7]1[CH:9]=[CH:10][C:4]([N+:1]([O-:3])=[O:2])=[CH:5][CH:6]=1)=[O:21], predict the reactants needed to synthesize it. The reactants are: [N+:1]([C:4]1[CH:10]=[CH:9][C:7]([NH2:8])=[CH:6][CH:5]=1)([O-:3])=[O:2].C(N(CC)CC)C.[Cl:18][CH2:19][C:20](Cl)=[O:21]. (4) The reactants are: [OH:1][CH2:2][C:3]1[S:4][CH:5]=[C:6]([CH3:8])[CH:7]=1.N1C=CN=C1.[Si:14](Cl)([C:17]([CH3:20])([CH3:19])[CH3:18])([CH3:16])[CH3:15].O. Given the product [C:17]([Si:14]([CH3:16])([CH3:15])[O:1][CH2:2][C:3]1[S:4][CH:5]=[C:6]([CH3:8])[CH:7]=1)([CH3:20])([CH3:19])[CH3:18], predict the reactants needed to synthesize it. (5) Given the product [CH3:29][O:30][C:31]([C:32]1[S:16][C:1]([CH:2]([CH3:4])[CH3:3])=[N:6][C:33]=1[CH2:34][CH3:35])=[O:38], predict the reactants needed to synthesize it. The reactants are: [C:1]([NH2:6])(=O)[CH:2]([CH3:4])[CH3:3].COC1C=CC(P2(SP(C3C=CC(OC)=CC=3)(=S)S2)=[S:16])=CC=1.[CH3:29][O:30][C:31](=[O:38])[CH:32](Cl)[C:33](=O)[CH2:34][CH3:35]. (6) Given the product [N:20]1([C:25]2[CH:26]=[CH:27][C:28]([NH2:35])=[C:29]([C:31]([F:33])([F:34])[F:32])[CH:30]=2)[CH2:24][CH2:23][CH2:22][CH2:21]1, predict the reactants needed to synthesize it. The reactants are: FC1C=CC([N+]([O-])=O)=C(C(F)(F)F)C=1.N1CCCC1.[N:20]1([C:25]2[CH:26]=[CH:27][C:28]([N+:35]([O-])=O)=[C:29]([C:31]([F:34])([F:33])[F:32])[CH:30]=2)[CH2:24][CH2:23][CH2:22][CH2:21]1. (7) Given the product [Cl:1][CH2:2][S:3]([NH:6][C:7]1[CH:12]=[C:11]([N:13]2[C:17](=[O:18])[C@H:16]3[CH2:19][C@H:20]([F:26])[CH2:21][N:15]3[C:14]2=[O:23])[C:10]([F:24])=[CH:9][C:8]=1[Cl:25])(=[O:5])=[O:4], predict the reactants needed to synthesize it. The reactants are: [Cl:1][CH2:2][S:3]([NH:6][C:7]1[CH:12]=[C:11]([N:13]2[C:17](=[O:18])[C@H:16]3[CH2:19][C@@H:20](O)[CH2:21][N:15]3[C:14]2=[O:23])[C:10]([F:24])=[CH:9][C:8]=1[Cl:25])(=[O:5])=[O:4].[F:26]C(N(CC)CC)(F)C(F)F.